From a dataset of Catalyst prediction with 721,799 reactions and 888 catalyst types from USPTO. Predict which catalyst facilitates the given reaction. Reactant: Cl.[Cl:2][C:3]1[C:8]2[S:9][C:10]([C:12]([NH:14][C@@H:15]3[CH:20]4[CH2:21][CH2:22][N:17]([CH2:18][CH2:19]4)[CH2:16]3)=[O:13])=[CH:11][C:7]=2[CH:6]=[CH:5][CH:4]=1.C(#N)C. Product: [OH2:13].[ClH:2].[Cl:2][C:3]1[C:8]2[S:9][C:10]([C:12]([NH:14][C@@H:15]3[CH:20]4[CH2:21][CH2:22][N:17]([CH2:18][CH2:19]4)[CH2:16]3)=[O:13])=[CH:11][C:7]=2[CH:6]=[CH:5][CH:4]=1. The catalyst class is: 6.